This data is from Full USPTO retrosynthesis dataset with 1.9M reactions from patents (1976-2016). The task is: Predict the reactants needed to synthesize the given product. (1) Given the product [CH2:13]([N:15]([CH2:32][CH3:33])[CH2:16][CH2:17][O:18][C:19]1[CH:20]=[C:21]2[C:26](=[CH:27][CH:28]=1)[C:25]([C:29]([NH:36][C:35]([NH2:37])=[NH:34])=[O:30])=[CH:24][CH:23]=[CH:22]2)[CH3:14], predict the reactants needed to synthesize it. The reactants are: C1N=CN(C(N2C=NC=C2)=O)C=1.[CH2:13]([N:15]([CH2:32][CH3:33])[CH2:16][CH2:17][O:18][C:19]1[CH:20]=[C:21]2[C:26](=[CH:27][CH:28]=1)[C:25]([C:29](O)=[O:30])=[CH:24][CH:23]=[CH:22]2)[CH3:14].[NH2:34][C:35]([NH2:37])=[NH:36]. (2) Given the product [CH3:1][C:2]1[S:3][C:4]2[CH:10]=[CH:9][C:8]([CH2:11][OH:12])=[CH:7][C:5]=2[N:6]=1, predict the reactants needed to synthesize it. The reactants are: [CH3:1][C:2]1[S:3][C:4]2[CH:10]=[CH:9][C:8]([C:11](OC)=[O:12])=[CH:7][C:5]=2[N:6]=1.[H-].[Al+3].[Li+].[H-].[H-].[H-]. (3) Given the product [CH2:20]([O:19][C:13]1[CH:14]=[CH:15][C:16]([CH3:18])=[CH:17][C:12]=1[CH:5]([C:6]1[CH:7]=[CH:8][CH:9]=[CH:10][CH:11]=1)[CH2:4][CH2:3][OH:2])[C:21]1[CH:22]=[CH:23][CH:24]=[CH:25][CH:26]=1, predict the reactants needed to synthesize it. The reactants are: C[O:2][C:3](=O)[CH2:4][CH:5]([C:12]1[CH:17]=[C:16]([CH3:18])[CH:15]=[CH:14][C:13]=1[O:19][CH2:20][C:21]1[CH:26]=[CH:25][CH:24]=[CH:23][CH:22]=1)[C:6]1[CH:11]=[CH:10][CH:9]=[CH:8][CH:7]=1.C1(C)C=CC=CC=1.COCCO[AlH2-]OCCOC.[Na+].Cl. (4) The reactants are: FC(F)(F)C(O)=O.[CH3:8][CH:9]([O:11][C:12]1[CH:19]=[CH:18][C:17]([C:20]2[O:24][N:23]=[C:22]([C:25]3[C:26]([CH3:35])=[C:27]4[C:32](=[CH:33][CH:34]=3)[CH2:31][NH:30][CH2:29][CH2:28]4)[N:21]=2)=[CH:16][C:13]=1[C:14]#[N:15])[CH3:10].[C:36]([O:40][CH2:41][CH3:42])(=[O:39])[CH:37]=[CH2:38].C1CCN2C(=NCCC2)CC1. Given the product [C:14]([C:13]1[CH:16]=[C:17]([C:20]2[O:24][N:23]=[C:22]([C:25]3[C:26]([CH3:35])=[C:27]4[C:32](=[CH:33][CH:34]=3)[CH2:31][N:30]([CH2:38][CH2:37][C:36]([O:40][CH2:41][CH3:42])=[O:39])[CH2:29][CH2:28]4)[N:21]=2)[CH:18]=[CH:19][C:12]=1[O:11][CH:9]([CH3:8])[CH3:10])#[N:15], predict the reactants needed to synthesize it. (5) Given the product [CH3:18][O:19][C:20]([C:21]1[N:16]=[N:15][N:14]([C@H:11]2[CH2:12][CH2:13][C@@H:8]([NH:7][C:6]([O:5][C:1]([CH3:4])([CH3:2])[CH3:3])=[O:17])[CH2:9][CH2:10]2)[CH:22]=1)=[O:23], predict the reactants needed to synthesize it. The reactants are: [C:1]([O:5][C:6](=[O:17])[NH:7][C@H:8]1[CH2:13][CH2:12][C@@H:11]([N:14]=[N+:15]=[N-:16])[CH2:10][CH2:9]1)([CH3:4])([CH3:3])[CH3:2].[CH3:18][O:19][C:20](=[O:23])[C:21]#[CH:22].CCN(C(C)C)C(C)C.